From a dataset of NCI-60 drug combinations with 297,098 pairs across 59 cell lines. Regression. Given two drug SMILES strings and cell line genomic features, predict the synergy score measuring deviation from expected non-interaction effect. (1) Drug 1: CC1=C(N=C(N=C1N)C(CC(=O)N)NCC(C(=O)N)N)C(=O)NC(C(C2=CN=CN2)OC3C(C(C(C(O3)CO)O)O)OC4C(C(C(C(O4)CO)O)OC(=O)N)O)C(=O)NC(C)C(C(C)C(=O)NC(C(C)O)C(=O)NCCC5=NC(=CS5)C6=NC(=CS6)C(=O)NCCC[S+](C)C)O. Drug 2: B(C(CC(C)C)NC(=O)C(CC1=CC=CC=C1)NC(=O)C2=NC=CN=C2)(O)O. Cell line: RXF 393. Synergy scores: CSS=26.5, Synergy_ZIP=-2.35, Synergy_Bliss=-4.15, Synergy_Loewe=-34.6, Synergy_HSA=-2.78. (2) Drug 1: CNC(=O)C1=NC=CC(=C1)OC2=CC=C(C=C2)NC(=O)NC3=CC(=C(C=C3)Cl)C(F)(F)F. Drug 2: CN1C=C(C=N1)C2=C3N=C(C(=C(N3N=C2)N)Br)C4CCCNC4. Cell line: SK-OV-3. Synergy scores: CSS=72.9, Synergy_ZIP=10.0, Synergy_Bliss=8.13, Synergy_Loewe=-2.61, Synergy_HSA=8.16. (3) Drug 1: COC1=C(C=C2C(=C1)N=CN=C2NC3=CC(=C(C=C3)F)Cl)OCCCN4CCOCC4. Drug 2: C(CC(=O)O)C(=O)CN.Cl. Cell line: NCI-H460. Synergy scores: CSS=23.5, Synergy_ZIP=-5.07, Synergy_Bliss=0.0385, Synergy_Loewe=-15.9, Synergy_HSA=2.24. (4) Drug 1: CN(C)C1=NC(=NC(=N1)N(C)C)N(C)C. Drug 2: C1CNP(=O)(OC1)N(CCCl)CCCl. Cell line: A498. Synergy scores: CSS=-6.02, Synergy_ZIP=3.02, Synergy_Bliss=0.971, Synergy_Loewe=-5.00, Synergy_HSA=-4.47. (5) Drug 1: CC1=C(C=C(C=C1)NC2=NC=CC(=N2)N(C)C3=CC4=NN(C(=C4C=C3)C)C)S(=O)(=O)N.Cl. Drug 2: C1C(C(OC1N2C=NC(=NC2=O)N)CO)O. Cell line: A498. Synergy scores: CSS=-1.47, Synergy_ZIP=2.13, Synergy_Bliss=3.94, Synergy_Loewe=0.975, Synergy_HSA=0.492. (6) Drug 1: CC1=C(C=C(C=C1)C(=O)NC2=CC(=CC(=C2)C(F)(F)F)N3C=C(N=C3)C)NC4=NC=CC(=N4)C5=CN=CC=C5. Drug 2: C(CCl)NC(=O)N(CCCl)N=O. Cell line: SF-295. Synergy scores: CSS=7.57, Synergy_ZIP=0.210, Synergy_Bliss=4.61, Synergy_Loewe=0.379, Synergy_HSA=1.86. (7) Drug 1: C1=CC(=CC=C1CCC2=CNC3=C2C(=O)NC(=N3)N)C(=O)NC(CCC(=O)O)C(=O)O. Drug 2: CC12CCC3C(C1CCC2O)C(CC4=C3C=CC(=C4)O)CCCCCCCCCS(=O)CCCC(C(F)(F)F)(F)F. Cell line: SR. Synergy scores: CSS=30.1, Synergy_ZIP=-4.35, Synergy_Bliss=-8.46, Synergy_Loewe=-22.4, Synergy_HSA=-9.27. (8) Drug 1: CC1C(C(CC(O1)OC2CC(CC3=C2C(=C4C(=C3O)C(=O)C5=C(C4=O)C(=CC=C5)OC)O)(C(=O)CO)O)N)O.Cl. Drug 2: COCCOC1=C(C=C2C(=C1)C(=NC=N2)NC3=CC=CC(=C3)C#C)OCCOC.Cl. Cell line: MDA-MB-435. Synergy scores: CSS=-12.2, Synergy_ZIP=4.36, Synergy_Bliss=1.49, Synergy_Loewe=-7.91, Synergy_HSA=-7.20.